From a dataset of Catalyst prediction with 721,799 reactions and 888 catalyst types from USPTO. Predict which catalyst facilitates the given reaction. Reactant: [C:1]1(=[O:7])[O:6][C:4](=[O:5])[CH:3]=[CH:2]1.[C:8]1([C:14]2[C:15]3([CH2:21][CH3:22])[CH2:20][CH:18]([CH:19]=2)[CH2:17][CH2:16]3)[CH:13]=[CH:12][CH:11]=[CH:10][CH:9]=1.CC(N=NC(C#N)(C)C)(C#N)C.[OH-].[Na+].C(O)CCC. Product: [C:4]1(=[O:5])[O:6][C:1](=[O:7])[CH:2]=[CH:3]1.[C:8]1([C:14]2[C:15]3([CH2:21][CH3:22])[CH2:20][CH:18]([CH:19]=2)[CH2:17][CH2:16]3)[CH:13]=[CH:12][CH:11]=[CH:10][CH:9]=1. The catalyst class is: 25.